From a dataset of Full USPTO retrosynthesis dataset with 1.9M reactions from patents (1976-2016). Predict the reactants needed to synthesize the given product. (1) Given the product [CH:1]1([NH:6][C:7]2[CH:8]=[C:9]([CH2:24][S:25]([CH3:28])(=[O:27])=[O:26])[CH:10]=[C:11]3[C:15]=2[NH:14][C:13]([C:16]2[S:17][CH2:18][C@@H:19]([CH2:21][CH2:22][N:29]4[CH2:34][CH2:33][O:32][CH2:31][CH2:30]4)[N:20]=2)=[CH:12]3)[CH2:5][CH2:4][CH2:3][CH2:2]1, predict the reactants needed to synthesize it. The reactants are: [CH:1]1([NH:6][C:7]2[CH:8]=[C:9]([CH2:24][S:25]([CH3:28])(=[O:27])=[O:26])[CH:10]=[C:11]3[C:15]=2[NH:14][C:13]([C:16]2[S:17][CH2:18][C@@H:19]([CH2:21][CH2:22]I)[N:20]=2)=[CH:12]3)[CH2:5][CH2:4][CH2:3][CH2:2]1.[NH:29]1[CH2:34][CH2:33][O:32][CH2:31][CH2:30]1. (2) Given the product [CH3:1][O:2][C:3]1[CH:4]=[CH:5][C:6]([CH2:9][C:10]([NH:23][C:22]2[CH:21]=[CH:20][S:19][C:18]=2[C:14]2[O:13][CH:17]=[CH:16][N:15]=2)=[O:12])=[CH:7][CH:8]=1, predict the reactants needed to synthesize it. The reactants are: [CH3:1][O:2][C:3]1[CH:8]=[CH:7][C:6]([CH2:9][C:10]([OH:12])=O)=[CH:5][CH:4]=1.[O:13]1[CH:17]=[CH:16][N:15]=[C:14]1[C:18]1[S:19][CH:20]=[CH:21][C:22]=1[NH2:23]. (3) Given the product [CH2:40]([O:44][C:45]1[CH:46]=[CH:47][C:48]([CH:51]=[CH:52][C:53]([NH:38][C@H:20]([C:21]2[N:22]([CH2:34][CH2:35][CH2:36][CH3:37])[CH:23]=[C:24]([C:26]3[CH:31]=[CH:30][C:29]([Cl:32])=[CH:28][C:27]=3[Cl:33])[N:25]=2)[CH2:19][C:16]2[CH:15]=[CH:14][C:13]([O:12][CH2:11][C:8]3[CH:7]=[CH:6][C:5]([C:4]([OH:3])=[O:39])=[CH:10][CH:9]=3)=[CH:18][CH:17]=2)=[O:54])=[CH:49][CH:50]=1)[CH2:41][CH2:42][CH3:43], predict the reactants needed to synthesize it. The reactants are: Cl.C[O:3][C:4](=[O:39])[C:5]1[CH:10]=[CH:9][C:8]([CH2:11][O:12][C:13]2[CH:18]=[CH:17][C:16]([CH2:19][C@H:20]([NH2:38])[C:21]3[N:22]([CH2:34][CH2:35][CH2:36][CH3:37])[CH:23]=[C:24]([C:26]4[CH:31]=[CH:30][C:29]([Cl:32])=[CH:28][C:27]=4[Cl:33])[N:25]=3)=[CH:15][CH:14]=2)=[CH:7][CH:6]=1.[CH2:40]([O:44][C:45]1[CH:50]=[CH:49][C:48]([CH:51]=[CH:52][C:53](O)=[O:54])=[CH:47][CH:46]=1)[CH2:41][CH2:42][CH3:43]. (4) Given the product [CH3:7][C@H:8]([C@H:23]([CH3:27])[CH2:24][CH2:25][CH3:26])[CH2:9][OH:10], predict the reactants needed to synthesize it. The reactants are: [H-].[Al+3].[Li+].[H-].[H-].[H-].[CH3:7][C@H:8]([C@H:23]([CH3:27])[CH2:24][CH2:25][CH3:26])[C:9](N1[C@H](C2C=CC=CC=2)COC1=O)=[O:10].O. (5) Given the product [C:21]1([S:27]([C:30]2[S:34][C:33]([N:35]3[CH2:40][CH2:39][N:38]([C:9]([C:8]4[CH:12]=[C:13]([S:16]([CH3:19])(=[O:18])=[O:17])[CH:14]=[CH:15][C:7]=4[O:6][CH:1]4[CH2:2][CH2:3][CH2:4][CH2:5]4)=[O:11])[CH2:37][CH2:36]3)=[N:32][CH:31]=2)(=[O:29])=[O:28])[CH:26]=[CH:25][CH:24]=[CH:23][CH:22]=1, predict the reactants needed to synthesize it. The reactants are: [CH:1]1([O:6][C:7]2[CH:15]=[CH:14][C:13]([S:16]([CH3:19])(=[O:18])=[O:17])=[CH:12][C:8]=2[C:9]([OH:11])=O)[CH2:5][CH2:4][CH2:3][CH2:2]1.Cl.[C:21]1([S:27]([C:30]2[S:34][C:33]([N:35]3[CH2:40][CH2:39][NH:38][CH2:37][CH2:36]3)=[N:32][CH:31]=2)(=[O:29])=[O:28])[CH:26]=[CH:25][CH:24]=[CH:23][CH:22]=1. (6) Given the product [ClH:2].[Cl:2][CH2:3][CH2:4][CH2:5][S:6][C:7]1[C:8]2[NH:16][C:23]3[CH2:24][CH2:25][NH:20][CH2:21][C:22]=3[C:9]=2[C:10]([N+:13]([O-:15])=[O:14])=[CH:11][CH:12]=1, predict the reactants needed to synthesize it. The reactants are: Cl.[Cl:2][CH2:3][CH2:4][CH2:5][S:6][C:7]1[CH:12]=[CH:11][C:10]([N+:13]([O-:15])=[O:14])=[CH:9][C:8]=1[NH:16]N.O.Cl.[NH:20]1[CH2:25][CH2:24][C:23](=O)[CH2:22][CH2:21]1.Cl. (7) Given the product [P:2]([N:27]([P:2]([C:21]1[CH:20]=[CH:14][CH:9]=[CH:10][CH:11]=1)[C:3]1[CH:8]=[CH:7][CH:6]=[CH:5][CH:4]=1)[CH2:26][CH2:25][CH2:24][O:23][CH3:22])([C:9]1[CH:14]=[CH:13][CH:12]=[CH:11][CH:10]=1)[C:3]1[CH:8]=[CH:7][CH:6]=[CH:5][CH:4]=1, predict the reactants needed to synthesize it. The reactants are: Cl[P:2]([C:9]1[CH:14]=[CH:13][CH:12]=[CH:11][CH:10]=1)[C:3]1[CH:8]=[CH:7][CH:6]=[CH:5][CH:4]=1.C(N([CH2:20][CH3:21])CC)C.[CH3:22][O:23][CH2:24][CH2:25][CH2:26][NH2:27].